From a dataset of Full USPTO retrosynthesis dataset with 1.9M reactions from patents (1976-2016). Predict the reactants needed to synthesize the given product. (1) Given the product [CH3:20][O:19][C:16]1[CH:17]=[CH:18][C:13]([C:11]2[C:23]([C:24](=[O:26])[CH3:25])=[C:22]([CH3:21])[N:1]=[C:2]3[S:6][C:5]4[CH2:7][CH2:8][CH2:9][CH2:10][C:4]=4[C:3]=23)=[CH:14][CH:15]=1, predict the reactants needed to synthesize it. The reactants are: [NH2:1][C:2]1[S:6][C:5]2[CH2:7][CH2:8][CH2:9][CH2:10][C:4]=2[C:3]=1[C:11]([C:13]1[CH:18]=[CH:17][C:16]([O:19][CH3:20])=[CH:15][CH:14]=1)=O.[CH3:21][C:22](=O)[CH2:23][C:24](=[O:26])[CH3:25]. (2) Given the product [C:1]([O:5][C:6]([N:8]([CH:9]([CH3:11])[CH3:10])[CH2:12][CH2:13][NH:18][CH2:15][C:16]#[CH:17])=[O:7])([CH3:4])([CH3:3])[CH3:2], predict the reactants needed to synthesize it. The reactants are: [C:1]([O:5][C:6]([N:8]([CH2:12][CH:13]=O)[CH:9]([CH3:11])[CH3:10])=[O:7])([CH3:4])([CH3:3])[CH3:2].[CH2:15]([NH2:18])[C:16]#[CH:17].CO.[BH4-].[Na+]. (3) Given the product [CH3:1][O:2][C:3]1[CH:4]=[C:5]([CH3:17])[C:6]([C:13]([O:15][CH3:16])=[O:14])=[C:7]([CH:12]=1)[C:8]([OH:10])=[O:9], predict the reactants needed to synthesize it. The reactants are: [CH3:1][O:2][C:3]1[CH:12]=[C:7]([C:8]([O:10]C)=[O:9])[C:6]([C:13]([O:15][CH3:16])=[O:14])=[C:5]([CH3:17])[CH:4]=1.[OH-].[Na+]. (4) The reactants are: [Cl:1][C:2]1[CH:3]=[C:4]([CH:26]=[CH:27][C:28]=1[Cl:29])[C:5]([NH:7][C:8]1[CH:13]=[CH:12][C:11]([O:14][C:15]2[CH:20]=[CH:19][C:18]([CH2:21][CH2:22][CH2:23]O)=[CH:17][CH:16]=2)=[C:10]([F:25])[CH:9]=1)=[O:6].C(Br)(Br)(Br)[Br:31].C1(P(C2C=CC=CC=2)C2C=CC=CC=2)C=CC=CC=1. Given the product [Br:31][CH2:23][CH2:22][CH2:21][C:18]1[CH:19]=[CH:20][C:15]([O:14][C:11]2[CH:12]=[CH:13][C:8]([NH:7][C:5](=[O:6])[C:4]3[CH:26]=[CH:27][C:28]([Cl:29])=[C:2]([Cl:1])[CH:3]=3)=[CH:9][C:10]=2[F:25])=[CH:16][CH:17]=1, predict the reactants needed to synthesize it. (5) Given the product [C:1]([O:5][C:6](=[O:7])[NH:8][C:9]1[CH:14]=[CH:13][C:12]([C:15]2[S:16][CH:17]=[CH:18][CH:19]=2)=[CH:11][C:10]=1[NH:20][C:21](=[O:22])[C:23]1[CH:24]=[CH:25][C:26]([CH:29]([OH:33])[C:30](=[O:32])[NH:36][CH3:35])=[CH:27][CH:28]=1)([CH3:3])([CH3:4])[CH3:2], predict the reactants needed to synthesize it. The reactants are: [C:1]([O:5][C:6]([NH:8][C:9]1[CH:14]=[CH:13][C:12]([C:15]2[S:16][CH:17]=[CH:18][CH:19]=2)=[CH:11][C:10]=1[NH:20][C:21]([C:23]1[CH:28]=[CH:27][C:26]([CH:29]([OH:33])[C:30]([OH:32])=O)=[CH:25][CH:24]=1)=[O:22])=[O:7])([CH3:4])([CH3:3])[CH3:2].C[CH2:35][N:36]=C=NCCCN(C)C.C1C=CC2N(O)N=NC=2C=1.Cl.CN.C(N(C(C)C)CC)(C)C. (6) Given the product [NH2:31][CH2:30][C:28]1[CH:27]=[CH:26][C:24]2[N:25]=[C:21]([C:18]3[CH:19]=[CH:20][C:15]([CH2:14][N:10]([CH2:7][CH2:8][CH3:9])[CH2:11][CH2:12][CH3:13])=[CH:16][CH:17]=3)[N:22]([CH3:32])[C:23]=2[CH:29]=1, predict the reactants needed to synthesize it. The reactants are: [H-].[Al+3].[Li+].[H-].[H-].[H-].[CH2:7]([N:10]([CH2:14][C:15]1[CH:20]=[CH:19][C:18]([C:21]2[N:22]([CH3:32])[C:23]3[CH:29]=[C:28]([C:30]#[N:31])[CH:27]=[CH:26][C:24]=3[N:25]=2)=[CH:17][CH:16]=1)[CH2:11][CH2:12][CH3:13])[CH2:8][CH3:9].O.O.O.O.O.O.O.O.O.O.S([O-])([O-])(=O)=O.[Na+].[Na+]. (7) Given the product [C:1]([C:5]1[CH:6]=[C:7]([C:8]2[O:10][N:11]=[C:12]([CH2:13][C:14]3[CH:19]=[CH:18][C:17]([N+:20]([O-:22])=[O:21])=[CH:16][CH:15]=3)[N:23]=2)[CH:24]=[C:25]([C:27]([CH3:30])([CH3:29])[CH3:28])[CH:26]=1)([CH3:4])([CH3:3])[CH3:2], predict the reactants needed to synthesize it. The reactants are: [C:1]([C:5]1[CH:6]=[C:7]([CH:24]=[C:25]([C:27]([CH3:30])([CH3:29])[CH3:28])[CH:26]=1)[C:8]([O:10][N:11]=[C:12]([NH2:23])[CH2:13][C:14]1[CH:19]=[CH:18][C:17]([N+:20]([O-:22])=[O:21])=[CH:16][CH:15]=1)=O)([CH3:4])([CH3:3])[CH3:2]. (8) The reactants are: [C:1]([NH:9][NH2:10])(=[O:8])[C:2]1[CH:7]=[CH:6][N:5]=[CH:4][CH:3]=1.[OH-].[K+:12].[C:13](=[S:15])=[S:14]. Given the product [C:1]([NH:9][NH:10][C:13]([S-:15])=[S:14])(=[O:8])[C:2]1[CH:7]=[CH:6][N:5]=[CH:4][CH:3]=1.[K+:12], predict the reactants needed to synthesize it. (9) Given the product [C:1]([O:5][C:6]([N:8]1[CH2:13][CH2:12][N:11]([CH2:14][C:15]2[CH:20]=[C:19]3[C:18]([C:22](=[O:37])[N:23]([CH2:24][C:25]4[CH:30]=[C:29]([Cl:31])[CH:28]=[CH:27][C:26]=4[S:32]([CH2:35][CH3:36])(=[O:34])=[O:33])[C:51](=[O:54])[NH:21]3)=[CH:17][C:16]=2[O:38][C:39]([F:42])([F:41])[F:40])[CH2:10][CH2:9]1)=[O:7])([CH3:2])([CH3:3])[CH3:4], predict the reactants needed to synthesize it. The reactants are: [C:1]([O:5][C:6]([N:8]1[CH2:13][CH2:12][N:11]([CH2:14][C:15]2[CH:20]=[C:19]([NH2:21])[C:18]([C:22](=[O:37])[NH:23][CH2:24][C:25]3[CH:30]=[C:29]([Cl:31])[CH:28]=[CH:27][C:26]=3[S:32]([CH2:35][CH3:36])(=[O:34])=[O:33])=[CH:17][C:16]=2[O:38][C:39]([F:42])([F:41])[F:40])[CH2:10][CH2:9]1)=[O:7])([CH3:4])([CH3:3])[CH3:2].ClC1C(C2OCCO2)=C(OC(F)(F)F)C=C2C=1N[C:51](=[O:54])N(CC1C=C(Cl)C=CC=1S(CC)(=O)=O)C2=O.